Dataset: Reaction yield outcomes from USPTO patents with 853,638 reactions. Task: Predict the reaction yield, written as a fraction of the theoretical maximum amount of product (1.0 means a 100% yield; for example, 0.34 means a 34% yield). (1) The reactants are [C:1]([O:5][C:6]([N:8]1[CH2:13][CH2:12][CH:11]([C:14]([NH:16][C:17]2[CH:18]=[C:19]3[C:23](=[CH:24][CH:25]=2)[NH:22][CH:21]=[CH:20]3)=[O:15])[CH2:10][CH2:9]1)=[O:7])([CH3:4])([CH3:3])[CH3:2].[C:26]([O:30][C:31](O[C:31]([O:30][C:26]([CH3:29])([CH3:28])[CH3:27])=[O:32])=[O:32])([CH3:29])([CH3:28])[CH3:27]. The catalyst is C(#N)C.CN(C1C=CN=CC=1)C. The product is [C:1]([O:5][C:6]([N:8]1[CH2:9][CH2:10][CH:11]([C:14]([NH:16][C:17]2[CH:18]=[C:19]3[C:23](=[CH:24][CH:25]=2)[N:22]([C:31]([O:30][C:26]([CH3:29])([CH3:28])[CH3:27])=[O:32])[CH:21]=[CH:20]3)=[O:15])[CH2:12][CH2:13]1)=[O:7])([CH3:4])([CH3:2])[CH3:3]. The yield is 0.650. (2) The reactants are Cl[C:2]1[C:7]([OH:8])=[CH:6][CH:5]=[C:4]([CH3:9])[N:3]=1.[CH3:10][O-:11].[Na+].CO.O. The catalyst is C(O)(=O)C. The product is [CH3:10][O:11][C:2]1[C:7]([OH:8])=[CH:6][CH:5]=[C:4]([CH3:9])[N:3]=1. The yield is 0.481.